From a dataset of Forward reaction prediction with 1.9M reactions from USPTO patents (1976-2016). Predict the product of the given reaction. Given the reactants C([Li])CCC.[Br-].[OH:7][C:8]1[CH:33]=[CH:32][CH:31]=[CH:30][C:9]=1[CH2:10][P+](C1C=CC=CC=1)(C1C=CC=CC=1)C1C=CC=CC=1.[F:34][C:35]1[CH:36]=[C:37]([CH:52]=[C:53]([F:66])[C:54]=1[O:55][Si:56]([CH:63]([CH3:65])[CH3:64])([CH:60]([CH3:62])[CH3:61])[CH:57]([CH3:59])[CH3:58])[CH2:38][CH:39]([CH:50]=O)[CH2:40][CH2:41][C:42]1[CH:49]=[CH:48][C:45]([C:46]#[N:47])=[CH:44][CH:43]=1.[Cl-].[NH4+], predict the reaction product. The product is: [F:34][C:35]1[CH:36]=[C:37]([CH:52]=[C:53]([F:66])[C:54]=1[O:55][Si:56]([CH:57]([CH3:59])[CH3:58])([CH:60]([CH3:62])[CH3:61])[CH:63]([CH3:65])[CH3:64])[CH2:38][CH:39](/[CH:50]=[CH:10]/[C:9]1[CH:30]=[CH:31][CH:32]=[CH:33][C:8]=1[OH:7])[CH2:40][CH2:41][C:42]1[CH:49]=[CH:48][C:45]([C:46]#[N:47])=[CH:44][CH:43]=1.